This data is from Reaction yield outcomes from USPTO patents with 853,638 reactions. The task is: Predict the reaction yield, written as a fraction of the theoretical maximum amount of product (1.0 means a 100% yield; for example, 0.34 means a 34% yield). (1) The reactants are [Li+].[OH-].[CH2:3]([O:10][N:11]1[C:17](=[O:18])[N:16]2[CH2:19][C@H:12]1[CH2:13][CH2:14][C@H:15]2[C:20]([O:22]CC)=[O:21])[C:4]1[CH:9]=[CH:8][CH:7]=[CH:6][CH:5]=1. The catalyst is C1COCC1.O. The product is [CH2:3]([O:10][N:11]1[C:17](=[O:18])[N:16]2[CH2:19][C@H:12]1[CH2:13][CH2:14][C@H:15]2[C:20]([OH:22])=[O:21])[C:4]1[CH:9]=[CH:8][CH:7]=[CH:6][CH:5]=1. The yield is 0.777. (2) The reactants are [NH2:1][C:2]1[CH:7]=[CH:6][CH:5]=[CH:4][CH:3]=1.[Cl-].[Cl:9][C:10]1[CH:15]=[CH:14][C:13]([N+]#N)=[CH:12][CH:11]=1. No catalyst specified. The product is [Cl:9][C:10]1[CH:15]=[CH:14][C:13]([C:3]2[C:2]([NH2:1])=[CH:7][CH:6]=[CH:5][CH:4]=2)=[CH:12][CH:11]=1.[Cl:9][C:10]1[CH:15]=[CH:14][C:13]([C:5]2[CH:6]=[CH:7][C:2]([NH2:1])=[CH:3][CH:4]=2)=[CH:12][CH:11]=1. The yield is 0.440.